Dataset: Forward reaction prediction with 1.9M reactions from USPTO patents (1976-2016). Task: Predict the product of the given reaction. (1) Given the reactants C(OC([N:6]1[CH:15]=[C:14]([CH:16]=[O:17])[C:13]2[C:8](=[CH:9][C:10]([O:23][CH3:24])=[C:11]([O:18][CH2:19][CH2:20][CH2:21][CH3:22])[CH:12]=2)[CH:7]1[CH2:25][C:26]1[CH:31]=[CH:30][CH:29]=[C:28]([O:32][CH3:33])[CH:27]=1)=O)C.[OH-].[K+], predict the reaction product. The product is: [CH2:19]([O:18][C:11]1[CH:12]=[C:13]2[C:8](=[CH:9][C:10]=1[O:23][CH3:24])[CH:7]([CH2:25][C:26]1[CH:31]=[CH:30][CH:29]=[C:28]([O:32][CH3:33])[CH:27]=1)[NH:6][CH:15]=[C:14]2[CH:16]=[O:17])[CH2:20][CH2:21][CH3:22]. (2) Given the reactants CC1C([N+]([O-])=O)=CN=C(N2CCCC2)C=1.[CH3:16][O:17][C:18]1[CH:23]=[C:22]([CH3:24])[C:21]([N+:25]([O-])=O)=[CH:20][N:19]=1, predict the reaction product. The product is: [CH3:16][O:17][C:18]1[N:19]=[CH:20][C:21]([NH2:25])=[C:22]([CH3:24])[CH:23]=1. (3) Given the reactants [CH3:1][C:2]1[CH:7]=[CH:6][N:5]=[CH:4][C:3]=1B(O)O.Br[C:12]1[C:17]([O:18][CH3:19])=[CH:16][C:15]([NH:20]C(=O)C)=[C:14]([CH3:24])[CH:13]=1.CC1C=C(C=CC=1C1C=NC=CC=1C)N, predict the reaction product. The product is: [CH3:19][O:18][C:17]1[C:12]([C:3]2[CH:4]=[N:5][CH:6]=[CH:7][C:2]=2[CH3:1])=[CH:13][C:14]([CH3:24])=[C:15]([CH:16]=1)[NH2:20]. (4) Given the reactants C1([C:7]([C:9]2([C:12]([F:15])([F:14])[F:13])C[O:10]2)=[O:8])C=CC=CC=1.[C:16](=O)([O-])[O-].[Cs+].[Cs+].[CH3:22][OH:23], predict the reaction product. The product is: [F:13][C:12]([F:15])([F:14])[C:9]([OH:10])([CH2:7][O:8][CH3:16])[CH:22]=[O:23]. (5) Given the reactants CC1(C)C(C)(C)OB([CH2:9][C:10]2[CH:15]=[CH:14][C:13]([CH2:16][O:17][CH:18]3[CH2:23][CH2:22][CH2:21][CH2:20][O:19]3)=[CH:12][CH:11]=2)O1.[CH3:25][S:26]([O:29][C:30]1[CH:35]=[C:34]([C:36]#[N:37])[C:33](Br)=[C:32]([C:39]#[N:40])[C:31]=1[O:41][S:42]([CH3:45])(=[O:44])=[O:43])(=[O:28])=[O:27].C(Cl)Cl.C(=O)([O-])O.[Na+], predict the reaction product. The product is: [CH3:25][S:26]([O:29][C:30]1[CH:35]=[C:34]([C:36]#[N:37])[C:33]([CH2:9][C:10]2[CH:11]=[CH:12][C:13]([CH2:16][O:17][CH:18]3[CH2:23][CH2:22][CH2:21][CH2:20][O:19]3)=[CH:14][CH:15]=2)=[C:32]([C:39]#[N:40])[C:31]=1[O:41][S:42]([CH3:45])(=[O:44])=[O:43])(=[O:27])=[O:28].